This data is from Full USPTO retrosynthesis dataset with 1.9M reactions from patents (1976-2016). The task is: Predict the reactants needed to synthesize the given product. (1) Given the product [CH3:11][C:5]1[C:4]2[C:8](=[CH:9][CH:10]=[C:2]([C:61]3[CH:62]=[C:63]([NH:67][C@H:68]([C:77]4[CH:82]=[CH:81][CH:80]=[CH:79][CH:78]=4)[CH2:69][NH:70][S:71]([CH:74]4[CH2:76][CH2:75]4)(=[O:72])=[O:73])[CH:64]=[N:65][CH:66]=3)[CH:3]=2)[NH:7][N:6]=1, predict the reactants needed to synthesize it. The reactants are: Br[C:2]1[CH:3]=[C:4]2[C:8](=[CH:9][CH:10]=1)[NH:7][N:6]=[C:5]2[CH3:11].B1(B2OC(C)(C)C(C)(C)O2)OC(C)(C)C(C)(C)O1.C(P(C12CC3CC(CC(C3)C1)C2)C12CC3CC(CC(C3)C1)C2)CCC.C([O-])(=O)C.[K+].Br[C:61]1[CH:62]=[C:63]([NH:67][C@H:68]([C:77]2[CH:82]=[CH:81][CH:80]=[CH:79][CH:78]=2)[CH2:69][NH:70][S:71]([CH:74]2[CH2:76][CH2:75]2)(=[O:73])=[O:72])[CH:64]=[N:65][CH:66]=1.C(=O)([O-])[O-].[K+].[K+]. (2) The reactants are: [CH3:1][O:2][C:3]1[CH:8]=[CH:7][C:6]([N:9]=[N:10][C:11]2[CH:16]=[CH:15][CH:14]=[CH:13][CH:12]=2)=[CH:5][CH:4]=1.O. Given the product [CH3:1][O:2][C:3]1[CH:4]=[CH:5][C:6]([NH:9][NH:10][C:11]2[CH:12]=[CH:13][CH:14]=[CH:15][CH:16]=2)=[CH:7][CH:8]=1, predict the reactants needed to synthesize it. (3) Given the product [C:19]1([C:29]2[CH:34]=[CH:33][CH:32]=[CH:31][CH:30]=2)[CH:24]=[CH:23][C:22]([S:25]([N:8]2[CH2:12][C:11](=[N:13][O:14][CH3:15])[CH2:10][C@H:9]2[C:16]([NH:35][C@H:36]2[CH2:41][CH2:40][CH2:39][CH2:38][C@@H:37]2[OH:42])=[O:18])(=[O:27])=[O:26])=[CH:21][CH:20]=1, predict the reactants needed to synthesize it. The reactants are: C(OC([N:8]1[CH2:12][C:11](=[N:13][O:14][CH3:15])[CH2:10][C@H:9]1[C:16]([OH:18])=O)=O)(C)(C)C.[C:19]1([C:29]2[CH:34]=[CH:33][CH:32]=[CH:31][CH:30]=2)[CH:24]=[CH:23][C:22]([S:25](Cl)(=[O:27])=[O:26])=[CH:21][CH:20]=1.[NH2:35][C@H:36]1[CH2:41][CH2:40][CH2:39][CH2:38][C@@H:37]1[OH:42]. (4) The reactants are: [F:1][C:2]([F:35])([F:34])[C:3]1[CH:4]=[CH:5][C:6]2[N:10]=[C:9]([C:11]3[CH:12]=[CH:13][C:14]([N:17]4[CH2:22][CH2:21][CH:20]([O:23][C@@H:24]5[CH2:27][C@H:26]([C:28]([O:30]CC)=[O:29])[CH2:25]5)[CH2:19][CH2:18]4)=[N:15][CH:16]=3)[NH:8][C:7]=2[CH:33]=1.[OH-].[Li+]. Given the product [F:35][C:2]([F:1])([F:34])[C:3]1[CH:4]=[CH:5][C:6]2[N:10]=[C:9]([C:11]3[CH:12]=[CH:13][C:14]([N:17]4[CH2:22][CH2:21][CH:20]([O:23][C@@H:24]5[CH2:25][C@H:26]([C:28]([OH:30])=[O:29])[CH2:27]5)[CH2:19][CH2:18]4)=[N:15][CH:16]=3)[NH:8][C:7]=2[CH:33]=1, predict the reactants needed to synthesize it. (5) The reactants are: [NH:1]1[CH:5]=[C:4]([C:6]2[C:7]([C:15]3[CH:20]=[CH:19][CH:18]=[CH:17][CH:16]=3)=[N:8][O:9][C:10]=2[C:11]([F:14])([F:13])[F:12])[N:3]=[CH:2]1.F[C:22]1[CH:27]=[CH:26][C:25]([C:28]([F:31])([F:30])[F:29])=[CH:24][CH:23]=1.C(=O)([O-])[O-].[K+].[K+].O. Given the product [C:15]1([C:7]2[C:6]([C:4]3[N:3]=[CH:2][N:1]([C:22]4[CH:27]=[CH:26][C:25]([C:28]([F:31])([F:30])[F:29])=[CH:24][CH:23]=4)[CH:5]=3)=[C:10]([C:11]([F:14])([F:12])[F:13])[O:9][N:8]=2)[CH:16]=[CH:17][CH:18]=[CH:19][CH:20]=1, predict the reactants needed to synthesize it. (6) Given the product [F:1][C:2]1[CH:3]=[CH:4][C:5]([NH:8][CH:9]([C:11]2[CH:12]=[C:13]([C:28]([N:32]([CH3:33])[CH3:31])=[O:29])[CH:14]=[C:15]3[C:20]=2[O:19][C:18]([N:21]2[CH2:22][CH2:23][O:24][CH2:25][CH2:26]2)=[CH:17][C:16]3=[O:27])[CH3:10])=[CH:6][CH:7]=1, predict the reactants needed to synthesize it. The reactants are: [F:1][C:2]1[CH:7]=[CH:6][C:5]([NH:8][CH:9]([C:11]2[CH:12]=[C:13]([C:28](O)=[O:29])[CH:14]=[C:15]3[C:20]=2[O:19][C:18]([N:21]2[CH2:26][CH2:25][O:24][CH2:23][CH2:22]2)=[CH:17][C:16]3=[O:27])[CH3:10])=[CH:4][CH:3]=1.[CH3:31][NH:32][CH3:33]. (7) Given the product [F:19][C:5]1[CH:4]=[CH:3][C:2]([B:20]2[O:24][C:23]([CH3:26])([CH3:25])[C:22]([CH3:28])([CH3:27])[O:21]2)=[CH:7][C:6]=1[C:8]1[CH:13]=[CH:12][C:11]([S:14]([NH:17][CH3:18])(=[O:16])=[O:15])=[CH:10][CH:9]=1, predict the reactants needed to synthesize it. The reactants are: Br[C:2]1[CH:3]=[CH:4][C:5]([F:19])=[C:6]([C:8]2[CH:13]=[CH:12][C:11]([S:14]([NH:17][CH3:18])(=[O:16])=[O:15])=[CH:10][CH:9]=2)[CH:7]=1.[B:20]1([B:20]2[O:24][C:23]([CH3:26])([CH3:25])[C:22]([CH3:28])([CH3:27])[O:21]2)[O:24][C:23]([CH3:26])([CH3:25])[C:22]([CH3:28])([CH3:27])[O:21]1.C([O-])(=O)C.[K+].CS(C)=O.